This data is from Reaction yield outcomes from USPTO patents with 853,638 reactions. The task is: Predict the reaction yield, written as a fraction of the theoretical maximum amount of product (1.0 means a 100% yield; for example, 0.34 means a 34% yield). (1) The reactants are [CH2:1]([C:3]1[CH:10]=[CH:9][C:6]([CH2:7][Cl:8])=[CH:5][CH:4]=1)[CH3:2].[C:11]1([P:17]([C:24]2[CH:29]=[CH:28][CH:27]=[CH:26][CH:25]=2)[C:18]2[CH:23]=[CH:22][CH:21]=[CH:20][CH:19]=2)[CH:16]=[CH:15][CH:14]=[CH:13][CH:12]=1. The catalyst is C1(C)C=CC=CC=1. The product is [Cl-:8].[CH2:1]([C:3]1[CH:10]=[CH:9][C:6]([CH2:7][P+:17]([C:18]2[CH:19]=[CH:20][CH:21]=[CH:22][CH:23]=2)([C:24]2[CH:29]=[CH:28][CH:27]=[CH:26][CH:25]=2)[C:11]2[CH:12]=[CH:13][CH:14]=[CH:15][CH:16]=2)=[CH:5][CH:4]=1)[CH3:2]. The yield is 0.600. (2) The reactants are [F:1][C:2]([F:56])([F:55])[C:3]1[CH:4]=[C:5]([C@H:13]([N:15]([CH3:54])[C:16]([N:18]2[CH2:23][CH2:22][C@@:21]([CH2:31][CH:32]=[C:33]([O:38][Si](C(C)(C)C)(C)C)[C:34]([O:36][CH3:37])=[O:35])([NH:24][S:25]([C:27]([CH3:30])([CH3:29])[CH3:28])=[O:26])[CH2:20][C@@H:19]2[C:46]2[CH:51]=[CH:50][C:49]([F:52])=[CH:48][C:47]=2[CH3:53])=[O:17])[CH3:14])[CH:6]=[C:7]([C:9]([F:12])([F:11])[F:10])[CH:8]=1.C(O)(=O)C.[F-].[Cs+].C([O-])(O)=O.[Na+]. The catalyst is C(#N)C. The product is [F:56][C:2]([F:1])([F:55])[C:3]1[CH:4]=[C:5]([C@H:13]([N:15]([CH3:54])[C:16]([N:18]2[CH2:23][CH2:22][C@@:21]([CH2:31][CH2:32][C:33](=[O:38])[C:34]([O:36][CH3:37])=[O:35])([NH:24][S:25]([C:27]([CH3:29])([CH3:30])[CH3:28])=[O:26])[CH2:20][C@@H:19]2[C:46]2[CH:51]=[CH:50][C:49]([F:52])=[CH:48][C:47]=2[CH3:53])=[O:17])[CH3:14])[CH:6]=[C:7]([C:9]([F:11])([F:12])[F:10])[CH:8]=1. The yield is 0.750. (3) The reactants are [CH:1]1([C:4]2[N:9]=[C:8]([C:10]([NH:12][C:13]3[CH:21]=[N:20][CH:19]=[CH:18][C:14]=3[C:15]([OH:17])=O)=[O:11])[C:7]([NH:22][C:23]3[CH:24]=[N:25][CH:26]=[N:27][CH:28]=3)=[N:6][CH:5]=2)[CH2:3][CH2:2]1.[NH2:29][CH2:30][C:31]([CH3:34])([OH:33])[CH3:32]. No catalyst specified. The product is [OH:33][C:31]([CH3:34])([CH3:32])[CH2:30][NH:29][C:15]([C:14]1[CH:18]=[CH:19][N:20]=[CH:21][C:13]=1[NH:12][C:10]([C:8]1[C:7]([NH:22][C:23]2[CH:24]=[N:25][CH:26]=[N:27][CH:28]=2)=[N:6][CH:5]=[C:4]([CH:1]2[CH2:3][CH2:2]2)[N:9]=1)=[O:11])=[O:17]. The yield is 0.740. (4) The reactants are [NH2:1][C:2]1[CH:6]=[C:5]([CH3:7])[NH:4][C:3]=1[C:8]([O:10]CC)=O.[CH3:13][O:14][C:15]([NH:17][C:18](=[N:21]C(OC)=O)SC)=[O:16].CC(O)=O.C[O-].[Na+]. The catalyst is CO. The product is [CH3:7][C:5]1[NH:4][C:3]2[C:8](=[O:10])[NH:21][C:18]([NH:17][C:15](=[O:16])[O:14][CH3:13])=[N:1][C:2]=2[CH:6]=1. The yield is 0.690. (5) The reactants are ClC1C=CC=C(C(OO)=[O:9])C=1.[Cl:12][C:13]1[N:17]([CH3:18])[N:16]=[C:15]([C:19]([F:22])([F:21])[F:20])[C:14]=1[CH2:23][S:24][C:25]1[CH2:29][C:28]([CH3:31])([CH3:30])[O:27][N:26]=1.[OH2:32]. The catalyst is C(Cl)(Cl)Cl. The product is [Cl:12][C:13]1[N:17]([CH3:18])[N:16]=[C:15]([C:19]([F:20])([F:22])[F:21])[C:14]=1[CH2:23][S:24]([C:25]1[CH2:29][C:28]([CH3:31])([CH3:30])[O:27][N:26]=1)(=[O:9])=[O:32]. The yield is 0.951.